Dataset: Forward reaction prediction with 1.9M reactions from USPTO patents (1976-2016). Task: Predict the product of the given reaction. Given the reactants [CH3:1][CH:2]1[CH2:6][C:5]([CH3:8])([CH3:7])[CH2:4][CH:3]1[C:9](=[CH2:12])[C:10]#[N:11].[H][H], predict the reaction product. The product is: [CH3:1][CH:2]1[CH2:6][C:5]([CH3:7])([CH3:8])[CH2:4][CH:3]1[CH:9]([CH3:12])[C:10]#[N:11].